This data is from Full USPTO retrosynthesis dataset with 1.9M reactions from patents (1976-2016). The task is: Predict the reactants needed to synthesize the given product. (1) Given the product [Br:1][C:2]1[CH:3]=[C:4]2[CH:10]=[CH:9][N:8]([S:19]([C:13]3[CH:18]=[CH:17][CH:16]=[CH:15][CH:14]=3)(=[O:21])=[O:20])[C:5]2=[N:6][CH:7]=1, predict the reactants needed to synthesize it. The reactants are: [Br:1][C:2]1[CH:3]=[C:4]2[CH:10]=[CH:9][NH:8][C:5]2=[N:6][CH:7]=1.[H-].[Na+].[C:13]1([S:19](Cl)(=[O:21])=[O:20])[CH:18]=[CH:17][CH:16]=[CH:15][CH:14]=1. (2) Given the product [CH3:1][N:2]1[CH:6]=[CH:5][C:4]([CH3:7])=[C:3]1[C:8]1[N:12]([C:13]2[CH:18]=[CH:17][C:16]([OH:19])=[CH:15][C:14]=2[F:21])[N:11]=[C:10]([CH3:22])[C:9]=1[C:23]#[N:24], predict the reactants needed to synthesize it. The reactants are: [CH3:1][N:2]1[CH:6]=[CH:5][C:4]([CH3:7])=[C:3]1[C:8]1[N:12]([C:13]2[CH:18]=[CH:17][C:16]([O:19]C)=[CH:15][C:14]=2[F:21])[N:11]=[C:10]([CH3:22])[C:9]=1[C:23]#[N:24].B(Br)(Br)Br. (3) Given the product [ClH:37].[NH2:17][CH:18]([C:35](=[O:36])[C:32]1[CH:33]=[CH:34][S:30][CH:31]=1)[C:19]([O:21][CH2:22][CH3:23])=[O:20], predict the reactants needed to synthesize it. The reactants are: CC(C)([O-])C.[K+].C(=O)=O.C1(C(C2C=CC=CC=2)=[N:17][CH2:18][C:19]([O:21][CH2:22][CH3:23])=[O:20])C=CC=CC=1.[S:30]1[CH:34]=[CH:33][C:32]([C:35]([Cl:37])=[O:36])=[CH:31]1.Cl. (4) Given the product [CH2:48]([O:50][C:51](=[O:54])[CH2:52][NH:53][C:13]([C:10]1[CH:9]=[CH:8][C:7]([C:1]2[CH:2]=[CH:3][CH:4]=[CH:5][CH:6]=2)=[CH:12][N:11]=1)=[O:15])[CH3:49], predict the reactants needed to synthesize it. The reactants are: [C:1]1([C:7]2[CH:8]=[CH:9][C:10]([C:13]([OH:15])=O)=[N:11][CH:12]=2)[CH:6]=[CH:5][CH:4]=[CH:3][CH:2]=1.CCN(C(C)C)C(C)C.C1C=CC2N(O)N=NC=2C=1.CCN=C=NCCCN(C)C.Cl.Cl.[CH2:48]([O:50][C:51](=[O:54])[CH2:52][NH2:53])[CH3:49].